From a dataset of Full USPTO retrosynthesis dataset with 1.9M reactions from patents (1976-2016). Predict the reactants needed to synthesize the given product. (1) Given the product [Cl:15][CH2:11][C:9]1[N:10]=[C:5]2[CH:4]=[CH:3][C:2]([F:1])=[CH:7][N:6]2[CH:8]=1, predict the reactants needed to synthesize it. The reactants are: [F:1][C:2]1[CH:3]=[CH:4][C:5]2[N:6]([CH:8]=[C:9]([CH2:11]O)[N:10]=2)[CH:7]=1.S(Cl)([Cl:15])=O. (2) Given the product [CH2:1]([C@H:8]([NH:44][C:45](=[O:51])[O:46][C:47]([CH3:49])([CH3:48])[CH3:50])[C@@H:9]([OH:36])[CH2:10][C@@H:11]([NH:25][C:26]([O:28][CH2:29][C:30]1[CH:35]=[CH:34][CH:33]=[CH:32][CH:31]=1)=[O:27])[CH2:12][C:13]1[CH:18]=[CH:17][C:16]([C:19]2[CH:20]=[N:21][CH:22]=[CH:23][CH:24]=2)=[CH:15][CH:14]=1)[C:2]1[CH:3]=[CH:4][CH:5]=[CH:6][CH:7]=1, predict the reactants needed to synthesize it. The reactants are: [CH2:1]([C@H:8]([NH:44][C:45](=[O:51])[O:46][C:47]([CH3:50])([CH3:49])[CH3:48])[C@@H:9]([O:36][Si](C(C)(C)C)(C)C)[CH2:10][C@@H:11]([NH:25][C:26]([O:28][CH2:29][C:30]1[CH:35]=[CH:34][CH:33]=[CH:32][CH:31]=1)=[O:27])[CH2:12][C:13]1[CH:18]=[CH:17][C:16]([C:19]2[CH:20]=[N:21][CH:22]=[CH:23][CH:24]=2)=[CH:15][CH:14]=1)[C:2]1[CH:7]=[CH:6][CH:5]=[CH:4][CH:3]=1.[F-].C([N+](CCCC)(CCCC)CCCC)CCC. (3) The reactants are: Cl[C:2]1[CH:7]=[C:6]([C:8]2[CH:13]=[CH:12][CH:11]=[C:10]([Cl:14])[CH:9]=2)[N:5]2[N:15]=[C:16]([CH3:19])[C:17]([I:18])=[C:4]2[N:3]=1.CCN(C(C)C)C(C)C.[NH:29]1[CH2:33][CH2:32][CH2:31][C@H:30]1[CH2:34][OH:35]. Given the product [Cl:14][C:10]1[CH:9]=[C:8]([C:6]2[N:5]3[N:15]=[C:16]([CH3:19])[C:17]([I:18])=[C:4]3[N:3]=[C:2]([N:29]3[CH2:33][CH2:32][CH2:31][C@H:30]3[CH2:34][OH:35])[CH:7]=2)[CH:13]=[CH:12][CH:11]=1, predict the reactants needed to synthesize it. (4) Given the product [CH3:24][O:25][C:26]1[CH:27]=[C:28]([CH:34]=[CH:35][CH:36]=1)[O:29][CH2:30][C:31]([NH:1][CH2:2][C@H:3]1[N:8]([C:9]([C:11]2[N:12]=[C:13]([CH3:23])[S:14][C:15]=2[C:16]2[CH:17]=[C:18]([CH3:22])[CH:19]=[CH:20][CH:21]=2)=[O:10])[CH2:7][C@@H:6]2[C@H:4]1[CH2:5]2)=[O:32], predict the reactants needed to synthesize it. The reactants are: [NH2:1][CH2:2][C@H:3]1[N:8]([C:9]([C:11]2[N:12]=[C:13]([CH3:23])[S:14][C:15]=2[C:16]2[CH:17]=[C:18]([CH3:22])[CH:19]=[CH:20][CH:21]=2)=[O:10])[CH2:7][C@@H:6]2[C@H:4]1[CH2:5]2.[CH3:24][O:25][C:26]1[CH:27]=[C:28]([CH:34]=[CH:35][CH:36]=1)[O:29][CH2:30][C:31](O)=[O:32]. (5) Given the product [OH:25][CH:5]1[CH2:4][CH2:3][C:2]([CH3:1])([CH3:26])[C:11]2[CH:10]=[C:9]([C:12]#[C:13][C:14]3[CH:15]=[CH:16][C:17]([CH2:20][C:21]([O:23][CH3:24])=[O:22])=[CH:18][CH:19]=3)[CH:8]=[CH:7][C:6]1=2, predict the reactants needed to synthesize it. The reactants are: [CH3:1][C:2]1([CH3:26])[C:11]2[CH:10]=[C:9]([C:12]#[C:13][C:14]3[CH:19]=[CH:18][C:17]([CH2:20][C:21]([O:23][CH3:24])=[O:22])=[CH:16][CH:15]=3)[CH:8]=[CH:7][C:6]=2[C:5](=[O:25])[CH2:4][CH2:3]1.[BH4-].[Na+]. (6) Given the product [O:20]1[C:13]2=[CH:12][C:11]3[C:10]4([CH2:24][O:23][C:22]5[CH:25]=[C:26]6[C:30](=[CH:31][C:21]4=5)[CH2:29][CH2:28][O:27]6)[C:9](=[O:32])[NH:8][C:16]=3[CH:15]=[C:14]2[O:17][CH2:18][CH2:19]1, predict the reactants needed to synthesize it. The reactants are: C1(C(C2C=CC=CC=2)[N:8]2[C:16]3[CH:15]=[C:14]4[O:17][CH2:18][CH2:19][O:20][C:13]4=[CH:12][C:11]=3[C:10]3([CH2:24][O:23][C:22]4[CH:25]=[C:26]5[C:30](=[CH:31][C:21]3=4)[CH2:29][CH2:28][O:27]5)[C:9]2=[O:32])C=CC=CC=1.C([SiH](CC)CC)C.